Dataset: Forward reaction prediction with 1.9M reactions from USPTO patents (1976-2016). Task: Predict the product of the given reaction. (1) Given the reactants [Cl:1][C:2]1[CH:7]=[CH:6][C:5](I)=[CH:4][CH:3]=1.Br[C:10]([F:17])([F:16])[C:11]([O:13]CC)=[O:12].O.O.O.P([O-])([O-])(O)=O.[K+].[K+], predict the reaction product. The product is: [Cl:1][C:2]1[CH:7]=[CH:6][C:5]([C:10]([F:17])([F:16])[C:11]([OH:13])=[O:12])=[CH:4][CH:3]=1. (2) The product is: [ClH:1].[Cl:1][C:2]1[C:25]([S:26](=[O:29])(=[O:28])[NH2:27])=[CH:24][C:5]([C:6]([O:8][CH2:9][C:10]([N:12]2[CH2:17][CH2:16][N:15]([CH2:18][CH2:19][O:20][N+:21]([O-:23])=[O:22])[CH2:14][CH2:13]2)=[O:11])=[O:7])=[C:4]([NH:30][CH2:31][C:32]2[O:33][CH:34]=[CH:35][CH:36]=2)[CH:3]=1. Given the reactants [Cl:1][C:2]1[C:25]([S:26](=[O:29])(=[O:28])[NH2:27])=[CH:24][C:5]([C:6]([O:8][CH2:9][C:10]([N:12]2[CH2:17][CH2:16][N:15]([CH2:18][CH2:19][O:20][N+:21]([O-:23])=[O:22])[CH2:14][CH2:13]2)=[O:11])=[O:7])=[C:4]([NH:30][CH2:31][C:32]2[O:33][CH:34]=[CH:35][CH:36]=2)[CH:3]=1.Cl.CCOCC.CCCCCC, predict the reaction product. (3) The product is: [S:1]([N:11]1[CH:15]=[CH:14][N:13]=[C:12]1[CH:16]=[CH:41][C:39]([O:38][CH3:42])=[O:40])([C:4]1[CH:5]=[CH:6][C:7]([CH3:8])=[CH:9][CH:10]=1)(=[O:2])=[O:3]. Given the reactants [S:1]([N:11]1[CH:15]=[CH:14][N:13]=[C:12]1[CH:16]=O)([C:4]1[CH:10]=[CH:9][C:7]([CH3:8])=[CH:6][CH:5]=1)(=[O:3])=[O:2].CC1C([P+]([O:38][C:39]([CH3:41])=[O:40])(C2C=CC=CC=2)C2C=CC=CC=2)=CC=CC=1.[CH2:42]1COCC1, predict the reaction product. (4) Given the reactants [CH3:1][C:2]([CH3:7])([CH3:6])[CH2:3][CH2:4][NH2:5].[CH2:8]([N:15]([CH:27]([C:29]1[CH:34]=[CH:33][CH:32]=[CH:31][CH:30]=1)[CH3:28])[CH:16]([CH:21]1[CH2:26][CH2:25][CH2:24][CH2:23][CH2:22]1)[CH2:17][C:18](O)=[O:19])[C:9]1[CH:14]=[CH:13][CH:12]=[CH:11][CH:10]=1.CN(C(ON1N=NC2C=CC=CC1=2)=[N+](C)C)C.F[P-](F)(F)(F)(F)F.CCN(C(C)C)C(C)C, predict the reaction product. The product is: [CH2:8]([N:15]([CH:27]([C:29]1[CH:30]=[CH:31][CH:32]=[CH:33][CH:34]=1)[CH3:28])[CH:16]([CH:21]1[CH2:26][CH2:25][CH2:24][CH2:23][CH2:22]1)[CH2:17][C:18]([NH:5][CH2:4][CH2:3][C:2]([CH3:7])([CH3:6])[CH3:1])=[O:19])[C:9]1[CH:10]=[CH:11][CH:12]=[CH:13][CH:14]=1. (5) Given the reactants O[C:2]1[C:11]2[C:6](=[N:7][CH:8]=[CH:9][CH:10]=2)[N:5]([C:12]2[CH:17]=[CH:16][CH:15]=[CH:14][CH:13]=2)[C:4](=[O:18])[C:3]=1[C:19](=O)[CH2:20][C:21]1[CH:26]=[CH:25][C:24]([O:27][CH3:28])=[CH:23][CH:22]=1.O.[NH2:31][NH2:32], predict the reaction product. The product is: [CH3:28][O:27][C:24]1[CH:23]=[CH:22][C:21]([CH2:20][C:19]2[C:3]3[C:4](=[O:18])[N:5]([C:12]4[CH:17]=[CH:16][CH:15]=[CH:14][CH:13]=4)[C:6]4[N:7]=[CH:8][CH:9]=[CH:10][C:11]=4[C:2]=3[NH:32][N:31]=2)=[CH:26][CH:25]=1.